This data is from NCI-60 drug combinations with 297,098 pairs across 59 cell lines. The task is: Regression. Given two drug SMILES strings and cell line genomic features, predict the synergy score measuring deviation from expected non-interaction effect. Drug 1: C1=CN(C=N1)CC(O)(P(=O)(O)O)P(=O)(O)O. Drug 2: CN1C2=C(C=C(C=C2)N(CCCl)CCCl)N=C1CCCC(=O)O.Cl. Cell line: CAKI-1. Synergy scores: CSS=2.60, Synergy_ZIP=-0.646, Synergy_Bliss=-2.70, Synergy_Loewe=-3.25, Synergy_HSA=-3.04.